This data is from CYP3A4 inhibition data for predicting drug metabolism from PubChem BioAssay. The task is: Regression/Classification. Given a drug SMILES string, predict its absorption, distribution, metabolism, or excretion properties. Task type varies by dataset: regression for continuous measurements (e.g., permeability, clearance, half-life) or binary classification for categorical outcomes (e.g., BBB penetration, CYP inhibition). Dataset: cyp3a4_veith. The molecule is O=C(NNC(=O)c1cccnc1)Nc1cccc2ccccc12. The result is 0 (non-inhibitor).